From a dataset of Rat liver microsome stability data. Regression/Classification. Given a drug SMILES string, predict its absorption, distribution, metabolism, or excretion properties. Task type varies by dataset: regression for continuous measurements (e.g., permeability, clearance, half-life) or binary classification for categorical outcomes (e.g., BBB penetration, CYP inhibition). Dataset: rlm. The drug is COc1cccc(CNc2ccc(S(=O)(=O)Nc3nc(C)cs3)cc2)c1O. The result is 0 (unstable in rat liver microsomes).